From a dataset of Reaction yield outcomes from USPTO patents with 853,638 reactions. Predict the reaction yield, written as a fraction of the theoretical maximum amount of product (1.0 means a 100% yield; for example, 0.34 means a 34% yield). The reactants are Br[C:2]1[CH:3]=[C:4]([C:8](=[O:10])[CH3:9])[CH:5]=[CH:6][CH:7]=1.[O:11]1[CH2:15][CH2:14][NH:13][C:12]1=[O:16]. No catalyst specified. The product is [C:8]([C:4]1[CH:3]=[C:2]([N:13]2[CH2:14][CH2:15][O:11][C:12]2=[O:16])[CH:7]=[CH:6][CH:5]=1)(=[O:10])[CH3:9]. The yield is 1.00.